This data is from Full USPTO retrosynthesis dataset with 1.9M reactions from patents (1976-2016). The task is: Predict the reactants needed to synthesize the given product. (1) Given the product [OH:26][CH:22]([CH:4](/[CH:1]=[CH:2]\[CH3:3])[C:5]([O:7][CH2:8][CH3:9])=[O:6])[CH:23]([CH3:25])[CH3:24], predict the reactants needed to synthesize it. The reactants are: [CH2:1]([CH:4](CC=C)[C:5]([O:7][CH2:8][CH3:9])=[O:6])[CH:2]=[CH2:3].C(OCC)(=O)/C=C\CC.[CH:22](=[O:26])[CH:23]([CH3:25])[CH3:24]. (2) Given the product [O:1]1[C:5]2[CH:6]=[CH:7][CH:8]=[CH:9][C:4]=2[CH:3]=[C:2]1[C:10]1[N:14]2[N:15]=[C:16]([O:33][C@H:31]([CH3:32])[CH2:30][NH2:29])[CH:17]=[CH:18][C:13]2=[N:12][CH:11]=1, predict the reactants needed to synthesize it. The reactants are: [O:1]1[C:5]2[CH:6]=[CH:7][CH:8]=[CH:9][C:4]=2[CH:3]=[C:2]1[C:10]1[N:14]2[N:15]=[C:16](Cl)[CH:17]=[CH:18][C:13]2=[N:12][CH:11]=1.C(N(C(C)C)CC)(C)C.[NH2:29][CH2:30][C@H:31]([OH:33])[CH3:32]. (3) Given the product [F:7][C:8]1[C:13]2[N:14]([CH3:19])[C:15](=[O:18])[O:16][CH2:17][C:12]=2[CH:11]=[C:10]([N:20]2[CH2:40][C@H:39]([CH2:38][NH:37][C:36](=[O:43])[O:35][C:31]([CH3:34])([CH3:33])[CH3:32])[O:42][C:21]2=[O:22])[CH:9]=1, predict the reactants needed to synthesize it. The reactants are: CC(C)([O-])C.[Li+].[F:7][C:8]1[C:13]2[N:14]([CH3:19])[C:15](=[O:18])[O:16][CH2:17][C:12]=2[CH:11]=[C:10]([NH:20][C:21](=O)[O:22]CC2C=CC=CC=2)[CH:9]=1.[C:31]([O:35][C:36](=[O:43])[NH:37][CH2:38][CH:39]([OH:42])[CH2:40]Cl)([CH3:34])([CH3:33])[CH3:32]. (4) Given the product [F:1][C:2]1[CH:9]=[CH:8][C:5]([CH2:6][N:7]2[C:13](=[O:14])[C:12]3[C:11](=[CH:19][CH:18]=[CH:17][CH:16]=3)[C:10]2=[O:15])=[CH:4][CH:3]=1, predict the reactants needed to synthesize it. The reactants are: [F:1][C:2]1[CH:9]=[CH:8][C:5]([CH2:6][NH2:7])=[CH:4][CH:3]=1.[C:10]1(=O)[O:15][C:13](=[O:14])[C:12]2=[CH:16][CH:17]=[CH:18][CH:19]=[C:11]12.O. (5) Given the product [Cl:26][C:24]1[CH:25]=[C:20]([CH3:28])[CH:21]=[CH:22][C:23]=1[N:14]1[CH2:15][CH2:16][CH2:17][C@:10]2([C:9](=[O:18])[N:8]([C@H:5]3[CH2:6][CH2:7][C@H:2]([OH:1])[CH2:3][CH2:4]3)[CH2:12][CH2:11]2)[CH2:13]1, predict the reactants needed to synthesize it. The reactants are: [OH:1][C@H:2]1[CH2:7][CH2:6][C@H:5]([N:8]2[CH2:12][CH2:11][C@@:10]3([CH2:17][CH2:16][CH2:15][NH:14][CH2:13]3)[C:9]2=[O:18])[CH2:4][CH2:3]1.Cl[C:20]1[CH:25]=[C:24]([Cl:26])[CH:23]=[CH:22][C:21]=1I.[C:28](=O)([O-])[O-].[K+].[K+].[C@H]1(O)CCCC[C@@H]1O.C(O)(C)(C)C. (6) Given the product [Cl:25][C:26]1[C:27]([C:50]2[N:54]3[CH:55]=[CH:56][CH:57]=[CH:58][C:53]3=[N:52][CH:51]=2)=[N:28][C:29]([NH:32][C:33]2[CH:38]=[CH:37][C:36]([N:39]3[CH2:40][CH:41]4[N:47]([C:68](=[O:70])[CH3:69])[CH:45]([CH2:44][O:43][CH2:42]4)[CH2:46]3)=[CH:35][C:34]=2[O:48][CH3:49])=[N:30][CH:31]=1, predict the reactants needed to synthesize it. The reactants are: CN(C(ON1N=NC2C=CC=NC1=2)=[N+](C)C)C.F[P-](F)(F)(F)(F)F.[Cl:25][C:26]1[C:27]([C:50]2[N:54]3[CH:55]=[CH:56][CH:57]=[CH:58][C:53]3=[N:52][CH:51]=2)=[N:28][C:29]([NH:32][C:33]2[CH:38]=[CH:37][C:36]([N:39]3[CH2:46][CH:45]4[NH:47][CH:41]([CH2:42][O:43][CH2:44]4)[CH2:40]3)=[CH:35][C:34]=2[O:48][CH3:49])=[N:30][CH:31]=1.C(N(C(C)C)C(C)C)C.[C:68](O)(=[O:70])[CH3:69].